From a dataset of Forward reaction prediction with 1.9M reactions from USPTO patents (1976-2016). Predict the product of the given reaction. (1) Given the reactants [CH:1]1([NH:4][C:5]([C:7]2[CH:8]=[C:9]([F:31])[C:10]([CH3:30])=[C:11]([C:13]3[C:14]([C:27](O)=[O:28])=[CH:15][C:16]([C:19]([NH:21][CH2:22][C:23]([CH3:26])([CH3:25])[CH3:24])=[O:20])=[CH:17][CH:18]=3)[CH:12]=2)=[O:6])[CH2:3][CH2:2]1.CN(C(O[N:40]1N=N[C:42]2[CH:43]=[CH:44][CH:45]=[CH:46][C:41]1=2)=[N+](C)C)C.F[P-](F)(F)(F)(F)F.CCN(CC)CC.NC1C=CC=CC=1, predict the reaction product. The product is: [CH:1]1([NH:4][C:5]([C:7]2[CH:12]=[C:11]([C:13]3[C:14]([C:27]([NH:40][C:41]4[CH:46]=[CH:45][CH:44]=[CH:43][CH:42]=4)=[O:28])=[CH:15][C:16]([C:19]([NH:21][CH2:22][C:23]([CH3:24])([CH3:26])[CH3:25])=[O:20])=[CH:17][CH:18]=3)[C:10]([CH3:30])=[C:9]([F:31])[CH:8]=2)=[O:6])[CH2:2][CH2:3]1. (2) Given the reactants [CH3:1][C:2]1[CH:11]=[CH:10][CH:9]=[C:8]2[C:3]=1[CH2:4][CH2:5][CH2:6][C@H:7]2[N:12]1[CH2:17][CH2:16][C:15](=O)[CH2:14][CH2:13]1.[C:19]1([NH2:26])[CH:24]=[CH:23][CH:22]=[CH:21][C:20]=1[NH2:25].C(O[BH-](OC(=O)C)OC(=O)C)(=O)C.[Na+].C(=O)([O-])O.[Na+], predict the reaction product. The product is: [CH3:1][C:2]1[CH:11]=[CH:10][CH:9]=[C:8]2[C:3]=1[CH2:4][CH2:5][CH2:6][C@H:7]2[N:12]1[CH2:17][CH2:16][CH:15]([NH:25][C:20]2[C:19]([NH2:26])=[CH:24][CH:23]=[CH:22][CH:21]=2)[CH2:14][CH2:13]1. (3) Given the reactants [Br:1][C:2]1[CH:10]=[C:9]2[C:5]([CH:6]=[N:7][NH:8]2)=[C:4]([CH3:11])[CH:3]=1.[OH-].[Na+].[CH2:14](I)[CH3:15], predict the reaction product. The product is: [Br:1][C:2]1[CH:10]=[C:9]2[C:5]([CH:6]=[N:7][N:8]2[CH2:14][CH3:15])=[C:4]([CH3:11])[CH:3]=1. (4) Given the reactants [C:1]([C:3]1[CH:8]=[CH:7][C:6]([OH:9])=[CH:5][CH:4]=1)#[N:2].Br[CH2:11][CH2:12][CH2:13][CH2:14]Cl.C(=O)([O-])[O-].[K+].[K+].[CH3:22][O:23][C:24]1[CH:29]=[CH:28][CH:27]=[CH:26][C:25]=1[N:30]1[CH2:35][CH2:34][NH:33][CH2:32][CH2:31]1.C(=O)([O-])[O-].[Na+].[Na+].[I-].[K+].[H-].[H-].[H-].[H-].[Li+].[Al+3].[OH-].[Na+].O.C(OC([NH:60][C:61](=[N:64]C(OC(C)(C)C)=O)SC)=O)(C)(C)C, predict the reaction product. The product is: [CH3:22][O:23][C:24]1[CH:29]=[CH:28][CH:27]=[CH:26][C:25]=1[N:30]1[CH2:35][CH2:34][N:33]([CH2:11][CH2:12][CH2:13][CH2:14][O:9][C:6]2[CH:7]=[CH:8][C:3]([CH2:1][NH:2][C:61]([NH2:64])=[NH:60])=[CH:4][CH:5]=2)[CH2:32][CH2:31]1. (5) Given the reactants [Na].Cl[CH2:3][C:4]([OH:6])=[O:5].[CH3:7][CH:8]([CH3:10])[O-:9].[Na+].[CH:12](O)(C)C, predict the reaction product. The product is: [CH:8]([O:9][CH2:3][C:4]([O:6][CH3:12])=[O:5])([CH3:10])[CH3:7]. (6) Given the reactants [Br:1][C:2]1[N:7]=[CH:6][C:5]2[C:8](I)=[CH:9][N:10]([CH:11]([CH3:13])[CH3:12])[C:4]=2[CH:3]=1.C(N(CC)CC)C.[C:22]([Si:24]([CH3:27])([CH3:26])[CH3:25])#[CH:23], predict the reaction product. The product is: [Br:1][C:2]1[N:7]=[CH:6][C:5]2[C:8]([C:23]#[C:22][Si:24]([CH3:27])([CH3:26])[CH3:25])=[CH:9][N:10]([CH:11]([CH3:13])[CH3:12])[C:4]=2[CH:3]=1. (7) Given the reactants [Cl:1][C:2]1[C:7]([CH3:8])=[C:6]([Cl:9])[C:5]([O:10][CH3:11])=[CH:4][C:3]=1[O:12][CH3:13].C1C(=O)N([Br:21])C(=O)C1.CC(N=NC(C#N)(C)C)(C#N)C, predict the reaction product. The product is: [Br:21][CH2:8][C:7]1[C:6]([Cl:9])=[C:5]([O:10][CH3:11])[CH:4]=[C:3]([O:12][CH3:13])[C:2]=1[Cl:1]. (8) Given the reactants C1(C)C=CC(S(O[CH2:11][C@@H:12]2[O:26][C:16]3=[C:17]4[C:22](=[CH:23][CH:24]=[C:15]3[O:14][CH2:13]2)[N:21]=[C:20]([CH3:25])[CH:19]=[CH:18]4)(=O)=O)=CC=1.[S:28]1[C:32]([C:33]2[CH2:34][CH2:35][NH:36][CH2:37][CH:38]=2)=[CH:31][C:30]2[CH:39]=[CH:40][CH:41]=[CH:42][C:29]1=2, predict the reaction product. The product is: [S:28]1[C:32]([C:33]2[CH2:34][CH2:35][N:36]([CH2:11][CH:12]3[O:26][C:16]4=[C:17]5[C:22](=[CH:23][CH:24]=[C:15]4[O:14][CH2:13]3)[N:21]=[C:20]([CH3:25])[CH:19]=[CH:18]5)[CH2:37][CH:38]=2)=[CH:31][C:30]2[CH:39]=[CH:40][CH:41]=[CH:42][C:29]1=2. (9) Given the reactants [H-].[Na+].[N+:3]([C:6]1[CH:7]=[C:8]([C:12]2[N:13]=[CH:14][NH:15][CH:16]=2)[CH:9]=[CH:10][CH:11]=1)([O-:5])=[O:4].[CH:17]1([N:22]([CH3:26])[C:23](Cl)=[O:24])[CH2:21][CH2:20][CH2:19][CH2:18]1.O, predict the reaction product. The product is: [CH:17]1([N:22]([CH3:26])[C:23]([N:15]2[CH:16]=[C:12]([C:8]3[CH:9]=[CH:10][CH:11]=[C:6]([N+:3]([O-:5])=[O:4])[CH:7]=3)[N:13]=[CH:14]2)=[O:24])[CH2:21][CH2:20][CH2:19][CH2:18]1.